This data is from Peptide-MHC class I binding affinity with 185,985 pairs from IEDB/IMGT. The task is: Regression. Given a peptide amino acid sequence and an MHC pseudo amino acid sequence, predict their binding affinity value. This is MHC class I binding data. (1) The peptide sequence is MKWMMAMKY. The MHC is HLA-B07:02 with pseudo-sequence HLA-B07:02. The binding affinity (normalized) is 0.0847. (2) The peptide sequence is TVLPHLCLDY. The MHC is HLA-A68:01 with pseudo-sequence HLA-A68:01. The binding affinity (normalized) is 0.394.